Dataset: Reaction yield outcomes from USPTO patents with 853,638 reactions. Task: Predict the reaction yield, written as a fraction of the theoretical maximum amount of product (1.0 means a 100% yield; for example, 0.34 means a 34% yield). The reactants are [NH:1]1[C:9]2[C:4](=[CH:5][CH:6]=[CH:7][CH:8]=2)[C:3]([C:10]([OH:12])=O)=[N:2]1.C(N1C=CN=C1)(N1C=CN=C1)=O.Cl.[CH3:26][NH:27][O:28][CH3:29]. The catalyst is CN(C=O)C. The product is [CH3:29][O:28][N:27]([CH3:26])[C:10]([C:3]1[C:4]2[C:9](=[CH:8][CH:7]=[CH:6][CH:5]=2)[NH:1][N:2]=1)=[O:12]. The yield is 0.790.